This data is from Full USPTO retrosynthesis dataset with 1.9M reactions from patents (1976-2016). The task is: Predict the reactants needed to synthesize the given product. (1) Given the product [C:24]([O:28][C:29](=[O:30])[NH:31][CH:32]([CH2:36][C:37]1[CH:42]=[CH:41][C:40]([C:43]#[N:44])=[CH:39][CH:38]=1)[C:33]([N:21]1[CH2:22][CH2:23][CH:18]([N:4]([CH:1]2[CH2:3][CH2:2]2)[S:5]([C:8]2[CH:13]=[CH:12][CH:11]=[C:10]([C:14]([F:17])([F:15])[F:16])[CH:9]=2)(=[O:6])=[O:7])[CH2:19][CH2:20]1)=[O:34])([CH3:27])([CH3:25])[CH3:26], predict the reactants needed to synthesize it. The reactants are: [CH:1]1([N:4]([CH:18]2[CH2:23][CH2:22][NH:21][CH2:20][CH2:19]2)[S:5]([C:8]2[CH:13]=[CH:12][CH:11]=[C:10]([C:14]([F:17])([F:16])[F:15])[CH:9]=2)(=[O:7])=[O:6])[CH2:3][CH2:2]1.[C:24]([O:28][C:29]([NH:31][CH:32]([CH2:36][C:37]1[CH:42]=[CH:41][C:40]([C:43]#[N:44])=[CH:39][CH:38]=1)[C:33](O)=[O:34])=[O:30])([CH3:27])([CH3:26])[CH3:25].O.ON1C2C=CC=CC=2N=N1.Cl.CN(C)CCCN=C=NCC. (2) The reactants are: [CH2:1]([NH2:3])[CH3:2].CO.[NH:6]1[CH:10]=[N:9][C:8]([S:11](F)(=[O:13])=[O:12])=[N:7]1. Given the product [CH2:1]([NH:3][S:11]([C:8]1[N:9]=[CH:10][NH:6][N:7]=1)(=[O:13])=[O:12])[CH3:2], predict the reactants needed to synthesize it. (3) Given the product [Cl:1][C:2]1[C:3]([O:12][C:13]2[CH:18]=[C:17]([O:19][CH2:20][CH2:21][CH3:22])[CH:16]=[CH:15][C:14]=2[CH2:23][CH2:24][CH2:25][OH:26])=[N:4][CH:5]=[C:6]([C:8]([F:11])([F:10])[F:9])[CH:7]=1, predict the reactants needed to synthesize it. The reactants are: [Cl:1][C:2]1[C:3]([O:12][C:13]2[CH:18]=[C:17]([O:19][CH2:20][CH2:21][CH3:22])[CH:16]=[CH:15][C:14]=2[CH2:23][CH2:24][C:25](OCC)=[O:26])=[N:4][CH:5]=[C:6]([C:8]([F:11])([F:10])[F:9])[CH:7]=1.[H-].[Al+3].[Li+].[H-].[H-].[H-].O.O.O.O.O.O.O.O.O.O.S([O-])([O-])(=O)=O.[Na+].[Na+]. (4) The reactants are: [CH3:1][O:2][C:3]1[CH:17]=[CH:16][CH:15]=[CH:14][C:4]=1[O:5][C:6]1[CH:13]=[CH:12][C:9]([CH2:10][NH2:11])=[CH:8][CH:7]=1.[NH2:18][C:19]1[N:27]=[CH:26][CH:25]=[CH:24][C:20]=1[C:21](O)=[O:22].ON1C2C=CC=CC=2N=N1.CCN=C=NCCCN(C)C.C(=O)(O)[O-].[Na+]. Given the product [CH3:1][O:2][C:3]1[CH:17]=[CH:16][CH:15]=[CH:14][C:4]=1[O:5][C:6]1[CH:13]=[CH:12][C:9]([CH2:10][NH:11][C:21](=[O:22])[C:20]2[CH:24]=[CH:25][CH:26]=[N:27][C:19]=2[NH2:18])=[CH:8][CH:7]=1, predict the reactants needed to synthesize it. (5) Given the product [Cl:1][C:2]1[C:3]2[CH:13]=[CH:12][C:11]([F:14])=[CH:10][C:4]=2[S:5][C:6]=1[C:7]([N:15]1[CH2:16][CH:17]([CH:19]2[CH2:20][CH2:21][N:22]([C:25]([C:27]3[S:28][CH:29]=[CH:30][N:31]=3)=[O:26])[CH2:23][CH2:24]2)[CH2:18]1)=[O:8], predict the reactants needed to synthesize it. The reactants are: [Cl:1][C:2]1[C:3]2[CH:13]=[CH:12][C:11]([F:14])=[CH:10][C:4]=2[S:5][C:6]=1[C:7](Cl)=[O:8].[NH:15]1[CH2:18][CH:17]([CH:19]2[CH2:24][CH2:23][N:22]([C:25]([C:27]3[S:28][CH:29]=[CH:30][N:31]=3)=[O:26])[CH2:21][CH2:20]2)[CH2:16]1.CCN(CC)CC. (6) Given the product [CH2:50]([O:52][P:53]([CH:58]([F:62])[C:59]([NH:20][C:17]1[CH:18]=[C:19]2[C:14](=[CH:15][C:16]=1[O:21][CH2:22][CH2:23][O:24][CH3:25])[N:13]=[CH:12][N:11]=[C:10]2[NH:9][C:4]1[CH:5]=[CH:6][C:7]([F:8])=[C:2]([Cl:1])[CH:3]=1)=[O:60])(=[O:54])[O:55][CH2:56][CH3:57])[CH3:51], predict the reactants needed to synthesize it. The reactants are: [Cl:1][C:2]1[CH:3]=[C:4]([NH:9][C:10]2[C:19]3[C:14](=[CH:15][C:16]([O:21][CH2:22][CH2:23][O:24][CH3:25])=[C:17]([NH2:20])[CH:18]=3)[N:13]=[CH:12][N:11]=2)[CH:5]=[CH:6][C:7]=1[F:8].CN(C(ON1N=NC2C=CC=NC1=2)=[N+](C)C)C.F[P-](F)(F)(F)(F)F.[CH2:50]([O:52][P:53]([CH:58]([F:62])[C:59](O)=[O:60])([O:55][CH2:56][CH3:57])=[O:54])[CH3:51].C(N(C(C)C)CC)(C)C. (7) Given the product [NH2:10][C:11]1[C:2]([CH3:1])=[CH:3][C:4]([N:14]2[CH:18]=[N:17][CH:16]=[N:15]2)=[CH:5][C:6]=1[C:7]([NH:20][CH3:19])=[O:13], predict the reactants needed to synthesize it. The reactants are: [CH3:1][C:2]1[C:11]2[NH:10]C(=O)O[C:7](=[O:13])[C:6]=2[CH:5]=[C:4]([N:14]2[CH:18]=[N:17][CH:16]=[N:15]2)[CH:3]=1.[CH3:19][NH2:20].